Dataset: NCI-60 drug combinations with 297,098 pairs across 59 cell lines. Task: Regression. Given two drug SMILES strings and cell line genomic features, predict the synergy score measuring deviation from expected non-interaction effect. (1) Drug 1: CC1=C(C=C(C=C1)NC(=O)C2=CC=C(C=C2)CN3CCN(CC3)C)NC4=NC=CC(=N4)C5=CN=CC=C5. Drug 2: C1CNP(=O)(OC1)N(CCCl)CCCl. Cell line: OVCAR-8. Synergy scores: CSS=-2.10, Synergy_ZIP=1.85, Synergy_Bliss=2.37, Synergy_Loewe=-3.78, Synergy_HSA=-3.75. (2) Drug 1: CC(C1=C(C=CC(=C1Cl)F)Cl)OC2=C(N=CC(=C2)C3=CN(N=C3)C4CCNCC4)N. Drug 2: CC(CN1CC(=O)NC(=O)C1)N2CC(=O)NC(=O)C2. Cell line: NCI/ADR-RES. Synergy scores: CSS=12.2, Synergy_ZIP=0.741, Synergy_Bliss=5.47, Synergy_Loewe=4.30, Synergy_HSA=3.81.